Dataset: Peptide-MHC class II binding affinity with 134,281 pairs from IEDB. Task: Regression. Given a peptide amino acid sequence and an MHC pseudo amino acid sequence, predict their binding affinity value. This is MHC class II binding data. (1) The peptide sequence is EEYKSKNLQDMMFINSTC. The MHC is DRB1_0101 with pseudo-sequence DRB1_0101. The binding affinity (normalized) is 0. (2) The peptide sequence is AILTHVSQIQAVDVT. The MHC is HLA-DPA10201-DPB10501 with pseudo-sequence HLA-DPA10201-DPB10501. The binding affinity (normalized) is 0. (3) The peptide sequence is RVNNSYSLIRLSHNS. The MHC is DRB1_1302 with pseudo-sequence DRB1_1302. The binding affinity (normalized) is 0.447. (4) The peptide sequence is EKKYKAATQFEPLAA. The MHC is HLA-DPA10201-DPB11401 with pseudo-sequence HLA-DPA10201-DPB11401. The binding affinity (normalized) is 0.836.